Task: Predict which catalyst facilitates the given reaction.. Dataset: Catalyst prediction with 721,799 reactions and 888 catalyst types from USPTO Reactant: [Br:1][C:2]1[CH:3]=[C:4]2[C:9](=[CH:10][CH:11]=1)[NH:8][C:7](=S)[CH2:6][CH2:5]2.[C:13]([NH:16][NH2:17])(=O)[CH3:14].C1(O)CCCCC1. Product: [Br:1][C:2]1[CH:3]=[C:4]2[C:9](=[CH:10][CH:11]=1)[N:8]1[C:13]([CH3:14])=[N:16][N:17]=[C:7]1[CH2:6][CH2:5]2. The catalyst class is: 6.